From a dataset of Reaction yield outcomes from USPTO patents with 853,638 reactions. Predict the reaction yield, written as a fraction of the theoretical maximum amount of product (1.0 means a 100% yield; for example, 0.34 means a 34% yield). (1) The reactants are [CH:1]1[N:5]=[CH:4][N:3]([C:6](N2C=NC=C2)=[O:7])[CH:2]=1.[CH3:13][C:14]1[CH:19]=[CH:18][C:17]([NH:20][C:21](=[O:35])[C:22]2[CH:27]=[CH:26][C:25]([CH2:28][N:29]3[CH2:34][CH2:33][NH:32][CH2:31][CH2:30]3)=[CH:24][CH:23]=2)=[CH:16][C:15]=1[NH:36][C:37]1[N:42]=[C:41]([C:43]2[CH:44]=[N:45][CH:46]=[CH:47][CH:48]=2)[CH:40]=[CH:39][N:38]=1. The catalyst is O. The product is [N:3]1([C:6]([N:32]2[CH2:31][CH2:30][N:29]([CH2:28][C:25]3[CH:24]=[CH:23][C:22]([C:21]([NH:20][C:17]4[CH:18]=[CH:19][C:14]([CH3:13])=[C:15]([NH:36][C:37]5[N:42]=[C:41]([C:43]6[CH:44]=[N:45][CH:46]=[CH:47][CH:48]=6)[CH:40]=[CH:39][N:38]=5)[CH:16]=4)=[O:35])=[CH:27][CH:26]=3)[CH2:34][CH2:33]2)=[O:7])[CH:2]=[CH:1][N:5]=[CH:4]1. The yield is 0.971. (2) The reactants are C([N:8]1[CH2:13][CH2:12][C:11](=O)[CH:10]([CH3:15])[CH2:9]1)C1C=CC=CC=1.[BH4-].[Na+].[CH3:30][C:29]([O:28][C:26](O[C:26]([O:28][C:29]([CH3:32])([CH3:31])[CH3:30])=[O:27])=[O:27])([CH3:32])[CH3:31].C([N:35](CC)CC)C.CS(Cl)(=O)=O.S([O-])(=O)(=O)C.[N-]=[N+]=[N-].[Na+].[N-]=[N+]=[N-]. The catalyst is CO.[Pd].C(Cl)Cl.CN(C=O)C.[Ni].O. The product is [C:29]([O:28][C:26]([N:8]1[CH2:13][CH2:12][CH:11]([NH2:35])[CH:10]([CH3:15])[CH2:9]1)=[O:27])([CH3:30])([CH3:31])[CH3:32]. The yield is 0.440. (3) The product is [I:12][C:11]1[C:4]([O:3][CH3:1])=[N:5][C:6]([S:13][CH3:14])=[C:7]([CH:10]=1)[C:8]#[N:9]. The reactants are [CH3:1]I.[OH:3][C:4]1[C:11]([I:12])=[CH:10][C:7]([C:8]#[N:9])=[C:6]([S:13][CH3:14])[N:5]=1. The yield is 0.680. The catalyst is O1CCOCC1.C(=O)([O-])[O-].[Ag+2]. (4) The reactants are [Br:1][C:2]1[CH:9]=[CH:8][C:5]([NH:6][CH3:7])=[C:4]([N+:10]([O-])=O)[CH:3]=1.N1C=CC=CC=1.[C:19](Cl)(=[O:26])[C:20]1[CH:25]=[CH:24][CH:23]=[CH:22][CH:21]=1. The catalyst is C(OCC)(=O)C. The product is [Br:1][C:2]1[CH:9]=[CH:8][C:5]([N:6]([CH3:7])[C:19](=[O:26])[C:20]2[CH:25]=[CH:24][CH:23]=[CH:22][CH:21]=2)=[C:4]([NH2:10])[CH:3]=1. The yield is 0.960.